From a dataset of Catalyst prediction with 721,799 reactions and 888 catalyst types from USPTO. Predict which catalyst facilitates the given reaction. (1) Reactant: [Cl:1][C:2]1[C:3]([C:12]2[CH:17]=[CH:16][C:15]([Cl:18])=[CH:14][C:13]=2[C:19]([F:22])([F:21])[F:20])=[CH:4][C:5]([N+:9]([O-])=O)=[C:6]([CH:8]=1)[NH2:7].Cl.O.C(=O)([O-])[O-].[Na+].[Na+]. Product: [Cl:1][C:2]1[CH:8]=[C:6]([NH2:7])[C:5]([NH2:9])=[CH:4][C:3]=1[C:12]1[CH:17]=[CH:16][C:15]([Cl:18])=[CH:14][C:13]=1[C:19]([F:21])([F:22])[F:20]. The catalyst class is: 490. (2) Reactant: C(OC(=O)[N:7]([C:18]1[CH:23]=[CH:22][C:21]([CH:24]([C:26]2[C:34]3[C:33](Cl)=[N:32][CH:31]=[N:30][C:29]=3[NH:28][CH:27]=2)O)=[CH:20][N:19]=1)[CH2:8][C:9]1[C:10]([O:16][CH3:17])=[N:11][CH:12]=[C:13]([F:15])[CH:14]=1)(C)(C)C.FC(F)(F)C(O)=[O:40].C([SiH](CC)CC)C.C(#N)C. Product: [F:15][C:13]1[CH:14]=[C:9]([CH2:8][NH:7][C:18]2[N:19]=[CH:20][C:21]([CH2:24][C:26]3[C:34]4[C:33]([OH:40])=[N:32][CH:31]=[N:30][C:29]=4[NH:28][CH:27]=3)=[CH:22][CH:23]=2)[C:10]([O:16][CH3:17])=[N:11][CH:12]=1. The catalyst class is: 6. (3) Reactant: C([O:3][C:4]([CH:6]1[CH2:11][CH2:10][N:9]([C:12]2[CH:17]=[CH:16][C:15]([C:18](=[O:20])[CH3:19])=[CH:14][N:13]=2)[CH2:8][CH2:7]1)=[O:5])C.O[Li].O. Product: [C:18]([C:15]1[CH:16]=[CH:17][C:12]([N:9]2[CH2:8][CH2:7][CH:6]([C:4]([OH:5])=[O:3])[CH2:11][CH2:10]2)=[N:13][CH:14]=1)(=[O:20])[CH3:19]. The catalyst class is: 278. (4) Reactant: [CH:1]1([CH2:4][CH2:5][C:6]2[CH:12]=[CH:11][C:9]([NH2:10])=[CH:8][CH:7]=2)[CH2:3][CH2:2]1.[N:13]([C:16]1[NH:17][CH:18]=[CH:19][C:20]=1[C:21](OCC)=[O:22])=[C:14]=[S:15].[O-]CC.[Na+].C(O)C. Product: [CH:1]1([CH2:4][CH2:5][C:6]2[CH:7]=[CH:8][C:9]([N:10]3[C:21](=[O:22])[C:20]4[CH:19]=[CH:18][NH:17][C:16]=4[NH:13][C:14]3=[S:15])=[CH:11][CH:12]=2)[CH2:3][CH2:2]1. The catalyst class is: 10. (5) Reactant: P(Cl)(Cl)([Cl:3])=O.[N+:6]([C:9]1[CH:10]=[N:11][C:12]2[C:17]([C:18]=1O)=[CH:16][CH:15]=[C:14]([C:20]1[CH:25]=[CH:24][CH:23]=[CH:22][CH:21]=1)[CH:13]=2)([O-:8])=[O:7]. Product: [Cl:3][C:18]1[C:17]2[C:12](=[CH:13][C:14]([C:20]3[CH:25]=[CH:24][CH:23]=[CH:22][CH:21]=3)=[CH:15][CH:16]=2)[N:11]=[CH:10][C:9]=1[N+:6]([O-:8])=[O:7]. The catalyst class is: 9. (6) Product: [Br:1][C:2]1[CH:9]=[CH:8][C:5]([CH:6]([OH:7])[CH2:11][CH3:12])=[C:4]([F:10])[CH:3]=1. Reactant: [Br:1][C:2]1[CH:9]=[CH:8][C:5]([CH:6]=[O:7])=[C:4]([F:10])[CH:3]=1.[CH2:11]([Mg]Br)[CH3:12].[Cl-].[NH4+]. The catalyst class is: 7. (7) Reactant: I[C:2]1[N:7]=[CH:6][C:5]([Br:8])=[CH:4][N:3]=1.[CH3:9][C:10]1[CH:15]=[CH:14][C:13](B(O)O)=[CH:12][CH:11]=1.C(=O)([O-])[O-].[Na+].[Na+]. Product: [Br:8][C:5]1[CH:4]=[N:3][C:2]([C:13]2[CH:14]=[CH:15][C:10]([CH3:9])=[CH:11][CH:12]=2)=[N:7][CH:6]=1. The catalyst class is: 104. (8) Reactant: [Cl:1][C:2]1[CH:8]=[CH:7][C:5]([NH2:6])=[C:4]([I:9])[CH:3]=1.[C:10](O[C:10]([O:12][C:13]([CH3:16])([CH3:15])[CH3:14])=[O:11])([O:12][C:13]([CH3:16])([CH3:15])[CH3:14])=[O:11]. Product: [Cl:1][C:2]1[CH:8]=[CH:7][C:5]([NH:6][C:10](=[O:11])[O:12][C:13]([CH3:16])([CH3:15])[CH3:14])=[C:4]([I:9])[CH:3]=1. The catalyst class is: 341.